The task is: Regression. Given a peptide amino acid sequence and an MHC pseudo amino acid sequence, predict their binding affinity value. This is MHC class I binding data.. This data is from Peptide-MHC class I binding affinity with 185,985 pairs from IEDB/IMGT. (1) The peptide sequence is MAVFIHNFK. The MHC is HLA-A03:01 with pseudo-sequence HLA-A03:01. The binding affinity (normalized) is 0.402. (2) The peptide sequence is QTVDFTDCRT. The MHC is HLA-A68:02 with pseudo-sequence HLA-A68:02. The binding affinity (normalized) is 0.675. (3) The peptide sequence is LENCILIRLT. The MHC is HLA-B18:01 with pseudo-sequence HLA-B18:01. The binding affinity (normalized) is 0.0150. (4) The peptide sequence is LYKKLKREITF. The MHC is HLA-A24:02 with pseudo-sequence HLA-A24:02. The binding affinity (normalized) is 0.834.